Dataset: Reaction yield outcomes from USPTO patents with 853,638 reactions. Task: Predict the reaction yield, written as a fraction of the theoretical maximum amount of product (1.0 means a 100% yield; for example, 0.34 means a 34% yield). (1) The reactants are [NH2:1][C:2]1[CH:3]=[C:4]([O:16][CH2:17][CH2:18][CH2:19][O:20][CH3:21])[CH:5]=[C:6]2[C:10]=1[NH:9][C:8]([C:11]([O:13][CH2:14][CH3:15])=[O:12])=[CH:7]2.[N:22]1[CH:27]=[CH:26][CH:25]=[CH:24][C:23]=1[S:28](Cl)(=[O:30])=[O:29]. The catalyst is N1C=CC=CC=1. The product is [CH3:21][O:20][CH2:19][CH2:18][CH2:17][O:16][C:4]1[CH:5]=[C:6]2[C:10](=[C:2]([NH:1][S:28]([C:23]3[CH:24]=[CH:25][CH:26]=[CH:27][N:22]=3)(=[O:30])=[O:29])[CH:3]=1)[NH:9][C:8]([C:11]([O:13][CH2:14][CH3:15])=[O:12])=[CH:7]2. The yield is 0.900. (2) The reactants are [OH:1][C:2]1[CH:3]=[C:4]([CH:7]=[CH:8][C:9]=1[O:10][CH3:11])[CH:5]=O.C([CH2:15][S:16]([CH2:19][S:20]([CH2:23][C:24](O)=O)(=[O:22])=[O:21])(=[O:18])=[O:17])(O)=O. The catalyst is C(O)(=O)C. The product is [OH:1][C:2]1[CH:3]=[C:4]([CH:7]=[CH:8][C:9]=1[O:10][CH3:11])/[CH:5]=[CH:15]/[S:16]([CH2:19][S:20](/[CH:23]=[CH:24]/[C:7]1[CH:4]=[CH:3][C:2]([OH:1])=[C:9]([O:10][CH3:11])[CH:8]=1)(=[O:21])=[O:22])(=[O:17])=[O:18]. The yield is 0.620. (3) The reactants are [Cl:1][C:2]1[C:11]([N+:12]([O-])=O)=[C:10]2[C:5]([C:6]([O:15][CH3:16])=[CH:7][CH:8]=[N:9]2)=[CH:4][CH:3]=1. The catalyst is [Pd].CCO. The product is [Cl:1][C:2]1[C:11]([NH2:12])=[C:10]2[C:5]([C:6]([O:15][CH3:16])=[CH:7][CH:8]=[N:9]2)=[CH:4][CH:3]=1. The yield is 1.00. (4) The reactants are [Cl:1][C:2]1[C:7]([C:8]([OH:10])=O)=[N:6][CH:5]=[CH:4][N:3]=1.Cl.[Cl:12][C:13]1[CH:18]=[C:17]([Cl:19])[CH:16]=[CH:15][C:14]=1[C:20]1([CH:23]([NH2:25])[CH3:24])[CH2:22][CH2:21]1.Cl.C(N=C=NCCCN(C)C)C.O. The catalyst is CN(C)C1C=CN=CC=1.C(Cl)(Cl)Cl. The product is [Cl:12][C:13]1[CH:18]=[C:17]([Cl:19])[CH:16]=[CH:15][C:14]=1[C:20]1([CH:23]([NH:25][C:8]([C:7]2[C:2]([Cl:1])=[N:3][CH:4]=[CH:5][N:6]=2)=[O:10])[CH3:24])[CH2:21][CH2:22]1. The yield is 0.690. (5) The reactants are FC(F)(F)S(O)(=O)=O.[CH3:9][O:10][C:11]1[N:16]=[CH:15][C:14]([N:17]2[C:21]([C:22]3[CH:27]=[CH:26][CH:25]=[CH:24][N:23]=3)=[CH:20][C:19]([C:28]([N:30]3[CH2:35][CH2:34][CH2:33][CH2:32][NH:31]3)=[O:29])=[N:18]2)=[CH:13][CH:12]=1.CN(C)[CH:38]=[O:39]. The catalyst is CN(C)C1C=CN=CC=1. The product is [CH3:9][O:10][C:11]1[N:16]=[CH:15][C:14]([N:17]2[C:21]([C:22]3[CH:27]=[CH:26][CH:25]=[CH:24][N:23]=3)=[CH:20][C:19]([C:28]([N:30]3[CH2:35][CH2:34][CH2:33][CH2:32][N:31]3[CH:38]=[O:39])=[O:29])=[N:18]2)=[CH:13][CH:12]=1. The yield is 0.300. (6) The reactants are [N+:1]([C:4]1[CH:13]=[C:12]2[C:7]([CH2:8][CH2:9][CH2:10][C:11]2=[O:14])=[CH:6][CH:5]=1)([O-])=O.[F:15][C:16]([Si](C)(C)C)([F:18])[F:17].[F-].[Cs+]. The catalyst is O1CCCC1.C(OCC)(=O)C. The product is [NH2:1][C:4]1[CH:13]=[C:12]2[C:7]([CH2:8][CH2:9][CH2:10][C:11]2([C:16]([F:18])([F:17])[F:15])[OH:14])=[CH:6][CH:5]=1. The yield is 0.450. (7) The reactants are C(Cl)(=O)C(Cl)=O.CS(C)=O.[C:11]([O:15][C:16]([N:18]1[CH2:24][CH2:23][C:22](=[O:25])[N:21]([CH2:26][CH2:27][CH2:28][OH:29])[CH2:20][C@H:19]1[CH3:30])=[O:17])([CH3:14])([CH3:13])[CH3:12].C(N(CC)CC)C.P([O-])(O)(O)=O.[K+]. The catalyst is ClCCl. The product is [C:11]([O:15][C:16]([N:18]1[CH2:24][CH2:23][C:22](=[O:25])[N:21]([CH2:26][CH2:27][CH:28]=[O:29])[CH2:20][C@H:19]1[CH3:30])=[O:17])([CH3:14])([CH3:13])[CH3:12]. The yield is 0.920.